Task: Predict the product of the given reaction.. Dataset: Forward reaction prediction with 1.9M reactions from USPTO patents (1976-2016) Given the reactants CI.[CH3:3][C:4]([C:6]1[CH:11]=[CH:10][C:9]([Br:12])=[CH:8][C:7]=1[OH:13])=O.[C:14](=O)([O-])[O-].[K+].[K+].NN.[OH-].[K+], predict the reaction product. The product is: [Br:12][C:9]1[CH:10]=[CH:11][C:6]([CH2:4][CH3:3])=[C:7]([O:13][CH3:14])[CH:8]=1.